Dataset: Reaction yield outcomes from USPTO patents with 853,638 reactions. Task: Predict the reaction yield, written as a fraction of the theoretical maximum amount of product (1.0 means a 100% yield; for example, 0.34 means a 34% yield). (1) The yield is 0.187. The reactants are [CH3:1][C:2]1[C:6]([CH:7]([C:12]2[CH:17]=[CH:16][C:15]([OH:18])=[CH:14][CH:13]=2)[CH2:8][C:9]([OH:11])=[O:10])=[C:5]([CH3:19])[O:4][N:3]=1.[CH3:20]S(O)(=O)=O. The catalyst is CO. The product is [CH3:1][C:2]1[C:6]([CH:7]([C:12]2[CH:13]=[CH:14][C:15]([OH:18])=[CH:16][CH:17]=2)[CH2:8][C:9]([O:11][CH3:20])=[O:10])=[C:5]([CH3:19])[O:4][N:3]=1. (2) The reactants are FC(F)(F)C(O)=O.[C:8]([O:11][CH2:12][CH2:13][O:14][C:15]1[CH:20]=[CH:19][C:18]([NH:21][C:22](=[O:25])[CH2:23][NH2:24])=[C:17]([O:26][CH3:27])[CH:16]=1)(=[O:10])[CH3:9].C(N(CC)CC)C.[CH3:35][C:36]([CH3:41])([CH3:40])[CH2:37][CH:38]=O. The catalyst is C(OC)(C)(C)C. The product is [CH3:35][C:36]([CH3:41])([CH3:40])[CH2:37]/[CH:38]=[N:24]/[CH2:23][C:22]([NH:21][C:18]1[CH:19]=[CH:20][C:15]([O:14][CH2:13][CH2:12][O:11][C:8](=[O:10])[CH3:9])=[CH:16][C:17]=1[O:26][CH3:27])=[O:25]. The yield is 0.980. (3) The reactants are [C:1]([O:5][C:6](=[O:24])[NH:7][C:8]1([C:14](=[O:23])[NH:15][C:16]2[CH:21]=[CH:20][C:19](Br)=[CH:18][CH:17]=2)[CH2:13][CH2:12][CH2:11][CH2:10][CH2:9]1)([CH3:4])([CH3:3])[CH3:2].[CH3:25][S:26][C:27]1[CH:32]=[CH:31][CH:30]=[CH:29][C:28]=1B(O)O.C(=O)([O-])[O-].[Na+].[Na+].O. The catalyst is [Br-].C([N+](CCCC)(CCCC)CCCC)CCC.C1(C)C=CC=CC=1. The product is [C:1]([O:5][C:6](=[O:24])[NH:7][C:8]1([C:14](=[O:23])[NH:15][C:16]2[CH:21]=[CH:20][C:19]([C:28]3[CH:29]=[CH:30][CH:31]=[CH:32][C:27]=3[S:26][CH3:25])=[CH:18][CH:17]=2)[CH2:13][CH2:12][CH2:11][CH2:10][CH2:9]1)([CH3:4])([CH3:3])[CH3:2]. The yield is 0.660.